This data is from HIV replication inhibition screening data with 41,000+ compounds from the AIDS Antiviral Screen. The task is: Binary Classification. Given a drug SMILES string, predict its activity (active/inactive) in a high-throughput screening assay against a specified biological target. (1) The drug is C1COCCN1.CN(C)c1ccc(-c2c(C#N)c(N)nc(S)c2C#N)cc1. The result is 0 (inactive). (2) The molecule is Sc1nc(S)c2nc(Nc3ccccc3)sc2n1. The result is 0 (inactive). (3) The compound is COc1cc(C=C2CN(C)CC3=C2NC(=S)NC3c2cc(OC)c(OC)c(OC)c2)cc(OC)c1OC.Cl. The result is 0 (inactive).